From a dataset of Full USPTO retrosynthesis dataset with 1.9M reactions from patents (1976-2016). Predict the reactants needed to synthesize the given product. (1) Given the product [NH:5]([C:6]1[CH:11]=[CH:10][C:9]([C:12]2[C@H:13]([CH3:19])[CH2:14][C:15](=[O:18])[NH:16][N:17]=2)=[CH:8][CH:7]=1)[NH2:1], predict the reactants needed to synthesize it. The reactants are: [N:1]([O-])=O.[Na+].[NH2:5][C:6]1[CH:11]=[CH:10][C:9]([C:12]2[C@H:13]([CH3:19])[CH2:14][C:15](=[O:18])[NH:16][N:17]=2)=[CH:8][CH:7]=1.O.O.[Sn](Cl)Cl.[OH-].[Na+]. (2) The reactants are: [Cl:1][C:2]1[CH:3]=[CH:4][C:5]([O:11][CH3:12])=[C:6]([CH:10]=1)[C:7](O)=[O:8].O=S(Cl)[Cl:15]. Given the product [Cl:1][C:2]1[CH:3]=[CH:4][C:5]([O:11][CH3:12])=[C:6]([CH:10]=1)[C:7]([Cl:15])=[O:8], predict the reactants needed to synthesize it. (3) Given the product [I:13][C:8]1[C:7]2[C:11](=[CH:12][C:4]([N+:1]([O-:3])=[O:2])=[CH:5][CH:6]=2)[NH:10][N:9]=1, predict the reactants needed to synthesize it. The reactants are: [N+:1]([C:4]1[CH:12]=[C:11]2[C:7]([CH:8]=[N:9][NH:10]2)=[CH:6][CH:5]=1)([O-:3])=[O:2].[I:13]I.[OH-].[K+].OS([O-])=O.[Na+]. (4) The reactants are: [CH3:1][C:2]1([C:9]([O:11][CH2:12][CH3:13])=[O:10])[CH2:7][CH2:6][C:5](=[O:8])[CH2:4][CH2:3]1.[Li+].C[Si]([N-][Si](C)(C)C)(C)C.[F:24][C:25]([F:44])([F:43])[S:26](N(C1C=CC=CC=1)[S:26]([C:25]([F:44])([F:43])[F:24])(=[O:28])=[O:27])(=[O:28])=[O:27].[NH4+].[Cl-]. Given the product [CH3:1][C:2]1([C:9]([O:11][CH2:12][CH3:13])=[O:10])[CH2:3][CH2:4][C:5]([O:8][S:26]([C:25]([F:44])([F:43])[F:24])(=[O:28])=[O:27])=[CH:6][CH2:7]1, predict the reactants needed to synthesize it. (5) Given the product [CH2:22]([O:21][C:19]([N:15]1[CH2:16][C:17]2[O:18][C:9]([CH3:10])=[N:12][C:13]=2[CH2:14]1)=[O:20])[C:23]1[CH:28]=[CH:27][CH:26]=[CH:25][CH:24]=1, predict the reactants needed to synthesize it. The reactants are: [OH-].C([NH+](CC)CC)C.[C:9]([NH:12][CH:13]1[C:17](=[O:18])[CH2:16][N:15]([C:19]([O:21][CH2:22][C:23]2[CH:28]=[CH:27][CH:26]=[CH:25][CH:24]=2)=[O:20])[CH2:14]1)(=O)[CH3:10]. (6) Given the product [NH2:1][C:2]1[N:7]=[C:6]([NH:34][CH2:27][C:28]2[CH:33]=[CH:32][CH:31]=[CH:30][CH:29]=2)[C:5]([C:11]2[CH:12]=[CH:13][C:14](=[O:20])[N:15]([CH:17]([CH3:19])[CH3:18])[N:16]=2)=[C:4]([C:21]2[CH:26]=[CH:25][CH:24]=[CH:23][CH:22]=2)[N:3]=1, predict the reactants needed to synthesize it. The reactants are: [NH2:1][C:2]1[N:7]=[C:6](S(C)=O)[C:5]([C:11]2[CH:12]=[CH:13][C:14](=[O:20])[N:15]([CH:17]([CH3:19])[CH3:18])[N:16]=2)=[C:4]([C:21]2[CH:26]=[CH:25][CH:24]=[CH:23][CH:22]=2)[N:3]=1.[CH2:27]([NH2:34])[C:28]1[CH:33]=[CH:32][CH:31]=[CH:30][CH:29]=1.O. (7) Given the product [C:1]([O:5][C:6]([N:8]1[CH2:13][CH2:12][N:11]([C:14]2[CH:19]=[CH:18][N:17]=[C:16]([Cl:20])[C:15]=2[Cl:25])[CH2:10][CH2:9]1)=[O:7])([CH3:4])([CH3:2])[CH3:3], predict the reactants needed to synthesize it. The reactants are: [C:1]([O:5][C:6]([N:8]1[CH2:13][CH2:12][N:11]([C:14]2[CH:19]=[CH:18][N:17]=[C:16]([Cl:20])[CH:15]=2)[CH2:10][CH2:9]1)=[O:7])([CH3:4])([CH3:3])[CH3:2].CC(O)=O.[Cl:25]N1C(=O)CCC1=O.C([O-])(O)=O.[Na+].